Task: Predict the reactants needed to synthesize the given product.. Dataset: Full USPTO retrosynthesis dataset with 1.9M reactions from patents (1976-2016) (1) Given the product [OH:20][CH2:21][CH2:22][N:23]1[C:27](=[O:28])/[C:26](=[CH:18]/[C:16]2[O:17][C:10]3[C:9]([C:6]4[CH:5]=[CH:4][C:3]([O:2][CH3:1])=[CH:8][CH:7]=4)=[CH:14][N:13]=[CH:12][C:11]=3[CH:15]=2)/[S:25][C:24]1=[O:29], predict the reactants needed to synthesize it. The reactants are: [CH3:1][O:2][C:3]1[CH:8]=[CH:7][C:6]([C:9]2[C:10]3[O:17][C:16]([CH:18]=O)=[CH:15][C:11]=3[CH:12]=[N:13][CH:14]=2)=[CH:5][CH:4]=1.[OH:20][CH2:21][CH2:22][N:23]1[C:27](=[O:28])[CH2:26][S:25][C:24]1=[O:29].NCCC(O)=O.O. (2) Given the product [C:33]([O:37][C:38]([N:18]1[CH2:19][CH2:20][C:14]2[C:13]([C:23]#[C:24][CH2:25][CH2:26][N:27]3[CH2:31][CH2:30][NH:29][C:28]3=[O:32])=[C:12]([Cl:11])[CH:22]=[CH:21][C:15]=2[CH2:16][CH2:17]1)=[O:39])([CH3:36])([CH3:35])[CH3:34], predict the reactants needed to synthesize it. The reactants are: C([C@@H]([C@H](C(O)=O)O)O)(O)=O.[Cl:11][C:12]1[CH:22]=[CH:21][C:15]2[CH2:16][CH2:17][NH:18][CH2:19][CH2:20][C:14]=2[C:13]=1[C:23]#[C:24][CH2:25][CH2:26][N:27]1[CH2:31][CH2:30][NH:29][C:28]1=[O:32].[C:33]([O:37][C:38](O[C:38]([O:37][C:33]([CH3:36])([CH3:35])[CH3:34])=[O:39])=[O:39])([CH3:36])([CH3:35])[CH3:34].N. (3) Given the product [Si:1]([O:8][C@H:9]1[CH2:14][CH2:13][C@H:12]([CH2:15][CH:16]([N:20]2[CH:25]=[C:24]([O:26][CH3:27])[C:23]([C:28]3[CH:33]=[C:32]([Cl:34])[CH:31]=[CH:30][C:29]=3[C:35]#[N:36])=[CH:22][C:21]2=[O:37])[C:17]([NH:47][C:45]2[CH:44]=[CH:43][C:42]3[N:41]([CH:40]=[CH:39][N:38]=3)[CH:46]=2)=[O:18])[CH2:11][CH2:10]1)([C:4]([CH3:6])([CH3:5])[CH3:7])([CH3:3])[CH3:2], predict the reactants needed to synthesize it. The reactants are: [Si:1]([O:8][C@H:9]1[CH2:14][CH2:13][C@H:12]([CH2:15][CH:16]([N:20]2[CH:25]=[C:24]([O:26][CH3:27])[C:23]([C:28]3[CH:33]=[C:32]([Cl:34])[CH:31]=[CH:30][C:29]=3[C:35]#[N:36])=[CH:22][C:21]2=[O:37])[C:17](O)=[O:18])[CH2:11][CH2:10]1)([C:4]([CH3:7])([CH3:6])[CH3:5])([CH3:3])[CH3:2].[N:38]1[CH:39]=[CH:40][N:41]2[CH:46]=[C:45]([NH2:47])[CH:44]=[CH:43][C:42]=12.C(C(=NO)C(OCC)=O)#N.C(N=C=NC(C)C)(C)C. (4) Given the product [C:17]([O:16][C:14]([N:21]([CH3:33])[C@@H:22]([CH2:23][C:24]1[CH:25]=[CH:26][CH:27]=[CH:28][CH:29]=1)[C:30]([O:32][CH2:2][C:3]#[N:4])=[O:31])=[O:15])([CH3:18])([CH3:20])[CH3:19], predict the reactants needed to synthesize it. The reactants are: Cl[CH2:2][C:3]#[N:4].CCN(C(C)C)C(C)C.[C:14]([N:21]([CH3:33])[C@H:22]([C:30]([OH:32])=[O:31])[CH2:23][C:24]1[CH:29]=[CH:28][CH:27]=[CH:26][CH:25]=1)([O:16][C:17]([CH3:20])([CH3:19])[CH3:18])=[O:15]. (5) Given the product [Br:1][C:2]1[CH:3]=[C:4]([CH:47]=[O:48])[N:5]([CH2:10][C:11]2[CH:16]=[CH:15][C:14]([C:17]3[CH:22]=[CH:21][CH:20]=[CH:19][C:18]=3[C:23]3[NH:27][N:26]=[N:25][N:24]=3)=[CH:13][CH:12]=2)[C:6]=1[CH2:7][CH2:8][CH3:9], predict the reactants needed to synthesize it. The reactants are: [Br:1][C:2]1[CH:3]=[C:4]([CH:47]=[O:48])[N:5]([CH2:10][C:11]2[CH:16]=[CH:15][C:14]([C:17]3[CH:22]=[CH:21][CH:20]=[CH:19][C:18]=3[C:23]3[N:27](C(C4C=CC=CC=4)(C4C=CC=CC=4)C4C=CC=CC=4)[N:26]=[N:25][N:24]=3)=[CH:13][CH:12]=2)[C:6]=1[CH2:7][CH2:8][CH3:9].Cl. (6) Given the product [CH3:20][N:21]1[CH2:22][CH2:23][C:24]([CH2:33][O:12][C:11]([C:1]2[C:10]3[C:5](=[CH:6][CH:7]=[CH:8][CH:9]=3)[CH:4]=[CH:3][CH:2]=2)=[O:13])([C:27]2[CH:32]=[CH:31][CH:30]=[CH:29][CH:28]=2)[CH2:25][CH2:26]1, predict the reactants needed to synthesize it. The reactants are: [C:1]1([C:11]([OH:13])=[O:12])[C:10]2[C:5](=[CH:6][CH:7]=[CH:8][CH:9]=2)[CH:4]=[CH:3][CH:2]=1.C(Cl)(=O)C(Cl)=O.[CH3:20][N:21]1[CH2:26][CH2:25][C:24]([CH2:33]O)([C:27]2[CH:32]=[CH:31][CH:30]=[CH:29][CH:28]=2)[CH2:23][CH2:22]1.CN1CCC(C2C=CC=CC=2)(COCC2C3C(=CC=CC=3)C=C(C#N)C=2)CC1. (7) The reactants are: [C:1]([C:5]1[CH:6]=[C:7]([NH:26][C:27]([NH:29][C@@H:30]2[C:39]3[C:34](=[CH:35][CH:36]=[CH:37][CH:38]=3)[C@H:33]([O:40][C:41]3[CH:42]=[CH:43][C:44]4[N:45]([C:47]([C@@H:50]5[CH2:54][CH2:53][CH2:52][N:51]5[CH3:55])=[N:48][N:49]=4)[CH:46]=3)[CH2:32][CH2:31]2)=[O:28])[N:8]([C:10]2[CH:15]=[CH:14][CH:13]=[C:12]([O:16][CH2:17][CH2:18][O:19]C3CCCCO3)[CH:11]=2)[N:9]=1)([CH3:4])([CH3:3])[CH3:2].C1(C)C=CC(S([O-])(=O)=O)=CC=1.[NH+]1C=CC=CC=1. Given the product [C:1]([C:5]1[CH:6]=[C:7]([NH:26][C:27]([NH:29][C@@H:30]2[C:39]3[C:34](=[CH:35][CH:36]=[CH:37][CH:38]=3)[C@H:33]([O:40][C:41]3[CH:42]=[CH:43][C:44]4[N:45]([C:47]([C@@H:50]5[CH2:54][CH2:53][CH2:52][N:51]5[CH3:55])=[N:48][N:49]=4)[CH:46]=3)[CH2:32][CH2:31]2)=[O:28])[N:8]([C:10]2[CH:15]=[CH:14][CH:13]=[C:12]([O:16][CH2:17][CH2:18][OH:19])[CH:11]=2)[N:9]=1)([CH3:4])([CH3:2])[CH3:3], predict the reactants needed to synthesize it. (8) Given the product [Cl:7][C:8]1[CH:13]=[C:12]([Cl:14])[N:11]=[CH:10][C:9]=1[CH2:15][OH:16], predict the reactants needed to synthesize it. The reactants are: B.C1COCC1.[Cl:7][C:8]1[CH:13]=[C:12]([Cl:14])[N:11]=[CH:10][C:9]=1[C:15](O)=[O:16]. (9) Given the product [CH2:44]([O:43][C:40]([NH:24][C@H:23]([C:25]([O:27][CH3:28])=[O:26])[CH2:22][O:21][C:17]1[CH:16]=[C:15]([C:11]2[CH:12]=[CH:13][CH:14]=[C:9]([NH:8][C:6]([NH:5][CH2:2][CH2:3][CH3:4])=[O:7])[CH:10]=2)[CH:20]=[CH:19][CH:18]=1)=[O:42])[CH3:45], predict the reactants needed to synthesize it. The reactants are: Cl.[CH2:2]([NH:5][C:6]([NH:8][C:9]1[CH:10]=[C:11]([C:15]2[CH:20]=[CH:19][CH:18]=[C:17]([O:21][CH2:22][C@@H:23]([C:25]([O:27][CH3:28])=[O:26])[NH2:24])[CH:16]=2)[CH:12]=[CH:13][CH:14]=1)=[O:7])[CH2:3][CH3:4].C(N(CC)C(C)C)(C)C.[NH4+].[Cl-].[C:40]([O:43][CH2:44][CH3:45])(=[O:42])C.